This data is from Reaction yield outcomes from USPTO patents with 853,638 reactions. The task is: Predict the reaction yield, written as a fraction of the theoretical maximum amount of product (1.0 means a 100% yield; for example, 0.34 means a 34% yield). The reactants are Br[C:2]1[CH:7]=[CH:6][CH:5]=[C:4]([Br:8])[CH:3]=1.[NH:9]1[CH2:19][CH2:18][CH:12]([C:13]([O:15][CH2:16][CH3:17])=[O:14])[CH2:11][CH2:10]1.C1C=CC(P(C2C(C3C(P(C4C=CC=CC=4)C4C=CC=CC=4)=CC=C4C=3C=CC=C4)=C3C(C=CC=C3)=CC=2)C2C=CC=CC=2)=CC=1.CC([O-])(C)C.[Na+]. The catalyst is C1(C)C=CC=CC=1.O.C(OCC)(=O)C.C1C=CC(/C=C/C(/C=C/C2C=CC=CC=2)=O)=CC=1.C1C=CC(/C=C/C(/C=C/C2C=CC=CC=2)=O)=CC=1.C1C=CC(/C=C/C(/C=C/C2C=CC=CC=2)=O)=CC=1.[Pd].[Pd]. The product is [Br:8][C:4]1[CH:3]=[C:2]([N:9]2[CH2:19][CH2:18][CH:12]([C:13]([O:15][CH2:16][CH3:17])=[O:14])[CH2:11][CH2:10]2)[CH:7]=[CH:6][CH:5]=1. The yield is 0.420.